From a dataset of Catalyst prediction with 721,799 reactions and 888 catalyst types from USPTO. Predict which catalyst facilitates the given reaction. (1) Reactant: [C:1]1([N:7]=[C:8]=[O:9])[CH:6]=[CH:5][CH:4]=[CH:3][CH:2]=1.[CH3:10][O:11][C:12]1[CH:13]=[C:14]2[C:19](=[CH:20][C:21]=1[O:22][CH3:23])[N:18]=[CH:17][N:16]=[C:15]2[NH:24][C:25]1[S:26][C:27]2[CH:33]=[C:32]([NH2:34])[CH:31]=[CH:30][C:28]=2[N:29]=1. Product: [CH3:10][O:11][C:12]1[CH:13]=[C:14]2[C:19](=[CH:20][C:21]=1[O:22][CH3:23])[N:18]=[CH:17][N:16]=[C:15]2[NH:24][C:25]1[S:26][C:27]2[CH:33]=[C:32]([NH:34][C:8]([NH:7][C:1]3[CH:6]=[CH:5][CH:4]=[CH:3][CH:2]=3)=[O:9])[CH:31]=[CH:30][C:28]=2[N:29]=1. The catalyst class is: 6. (2) Reactant: N(C(OCC)=O)=NC(OCC)=O.[CH3:13][O:14][C:15]1[CH:16]=[C:17]([OH:24])[CH:18]=[C:19]([N+:21]([O-:23])=[O:22])[CH:20]=1.C1(P(C2C=CC=CC=2)C2C=CC=CC=2)C=CC=CC=1.O[CH:45]1[CH2:49][CH2:48][O:47][CH2:46]1. Product: [CH3:13][O:14][C:15]1[CH:16]=[C:17]([CH:18]=[C:19]([N+:21]([O-:23])=[O:22])[CH:20]=1)[O:24][CH:45]1[CH2:49][CH2:48][O:47][CH2:46]1. The catalyst class is: 7.